Dataset: Catalyst prediction with 721,799 reactions and 888 catalyst types from USPTO. Task: Predict which catalyst facilitates the given reaction. (1) The catalyst class is: 229. Product: [CH2:8]([O:15][C:16]1[CH:24]=[C:23]([C:25]([F:28])([F:27])[F:26])[CH:22]=[C:21]([O:29][CH3:30])[C:17]=1[C:18]([OH:2])=[O:19])[C:9]1[CH:14]=[CH:13][CH:12]=[CH:11][CH:10]=1. Reactant: N(OS(=O)(=O)O)=[O:2].[CH2:8]([O:15][C:16]1[CH:24]=[C:23]([C:25]([F:28])([F:27])[F:26])[CH:22]=[C:21]([O:29][CH3:30])[C:17]=1[C:18](N)=[O:19])[C:9]1[CH:14]=[CH:13][CH:12]=[CH:11][CH:10]=1. (2) Reactant: [C:1]1([S:11][C:12]2[NH:13][C:14]3[CH:19]=[CH:18][N:17]=[C:16]([NH2:20])[C:15]=3[N:21]=2)[C:10]2[C:5](=[CH:6][CH:7]=[CH:8][CH:9]=2)[CH:4]=[CH:3][CH:2]=1.C([O-])([O-])=O.[Cs+].[Cs+].[Br:28][CH2:29][CH2:30][CH2:31]Br. Product: [Br:28][CH2:29][CH2:30][CH2:31][N:13]1[C:14]2[CH:19]=[CH:18][N:17]=[C:16]([NH2:20])[C:15]=2[N:21]=[C:12]1[S:11][C:1]1[C:10]2[C:5](=[CH:6][CH:7]=[CH:8][CH:9]=2)[CH:4]=[CH:3][CH:2]=1. The catalyst class is: 3. (3) Reactant: C[O:2][C:3]([C:5]1([CH2:8][N:9]([C:15]2[C:20]([NH2:21])=[CH:19][N:18]=[C:17]([Cl:22])[N:16]=2)[CH:10]2[CH2:14][CH2:13][CH2:12][CH2:11]2)[CH2:7][CH2:6]1)=O.C(O)C. Product: [Cl:22][C:17]1[N:18]=[CH:19][C:20]2[NH:21][C:3](=[O:2])[C:5]3([CH2:7][CH2:6]3)[CH2:8][N:9]([CH:10]3[CH2:14][CH2:13][CH2:12][CH2:11]3)[C:15]=2[N:16]=1. The catalyst class is: 15. (4) Reactant: [H-].[Na+].[CH:3]([NH:6][C:7]([C:9]1[C:17]2[C:12](=[N:13][CH:14]=[C:15]([O:18][C:19]3[CH:27]=[C:26]4[C:22]([CH:23]=[CH:24][NH:25]4)=[CH:21][CH:20]=3)[N:16]=2)[N:11]([CH2:28][O:29][CH2:30][CH2:31][Si:32]([CH3:35])([CH3:34])[CH3:33])[CH:10]=1)=[O:8])([CH3:5])[CH3:4].I[CH3:37]. Product: [CH:3]([NH:6][C:7]([C:9]1[C:17]2[C:12](=[N:13][CH:14]=[C:15]([O:18][C:19]3[CH:27]=[C:26]4[C:22]([CH:23]=[CH:24][N:25]4[CH3:37])=[CH:21][CH:20]=3)[N:16]=2)[N:11]([CH2:28][O:29][CH2:30][CH2:31][Si:32]([CH3:33])([CH3:35])[CH3:34])[CH:10]=1)=[O:8])([CH3:5])[CH3:4]. The catalyst class is: 3. (5) Reactant: [O:1]=[C:2]1[CH:7]2[N:8]([C:9]([O:11][C:12]([CH3:15])([CH3:14])[CH3:13])=[O:10])[CH:4]([CH:5]=[CH:6]2)[CH:3]1[C:16]([O:18][CH3:19])=[O:17]. Product: [O:1]=[C:2]1[CH:7]2[N:8]([C:9]([O:11][C:12]([CH3:13])([CH3:14])[CH3:15])=[O:10])[CH:4]([CH2:5][CH2:6]2)[CH:3]1[C:16]([O:18][CH3:19])=[O:17]. The catalyst class is: 43.